This data is from Reaction yield outcomes from USPTO patents with 853,638 reactions. The task is: Predict the reaction yield, written as a fraction of the theoretical maximum amount of product (1.0 means a 100% yield; for example, 0.34 means a 34% yield). (1) The reactants are C(O[C:6](=O)[NH:7][C:8]1[CH:13]=[CH:12][C:11]([C:14]([N:16]2[CH2:22][C:21]3([CH3:24])[CH2:23][CH:17]2[CH2:18][C:19]([CH3:26])([CH3:25])[CH2:20]3)=[O:15])=[CH:10][CH:9]=1)(C)(C)C.[H-].[Na+].CI. The catalyst is CN(C=O)C. The product is [CH3:6][NH:7][C:8]1[CH:13]=[CH:12][C:11]([C:14]([N:16]2[CH2:22][C:21]3([CH3:24])[CH2:23][CH:17]2[CH2:18][C:19]([CH3:26])([CH3:25])[CH2:20]3)=[O:15])=[CH:10][CH:9]=1. The yield is 0.450. (2) The reactants are [OH:1][CH:2]([CH3:10])[C:3]#[C:4][C:5]([O:7][CH2:8][CH3:9])=[O:6]. The catalyst is C1COCC1. The product is [OH:1][CH:2]([CH3:10])/[CH:3]=[CH:4]/[C:5]([O:7][CH2:8][CH3:9])=[O:6]. The yield is 0.800.